Dataset: Forward reaction prediction with 1.9M reactions from USPTO patents (1976-2016). Task: Predict the product of the given reaction. (1) Given the reactants C[O:2][C:3]([NH:5][CH2:6][CH2:7][CH2:8][CH2:9][CH2:10][CH2:11][NH:12][C:13]([O:15][CH3:16])=[O:14])=O.C(C1C=CC=CC=1C)C1C=CC=CC=1.C([O-])(=O)CCCCCCCCCCC.C([O-])(=O)CCCCCCCCCCC.C([Sn+2]CCCC)CCC.C[N+]1C=CNC=1.CCCS([O-])(=O)=O, predict the reaction product. The product is: [N:5]([CH2:6][CH2:7][CH2:8][CH2:9][CH2:10][CH2:11][NH:12][C:13]([O:15][CH3:16])=[O:14])=[C:3]=[O:2]. (2) Given the reactants [Cl:1][C:2]1[CH:32]=[CH:31][C:5]([CH2:6][CH2:7][NH:8][C:9]([C:11]2[CH:30]=[CH:29][C:14]([O:15][C:16]3[CH:21]=[CH:20][C:19]([CH2:22][C:23]([O:25]CC)=[O:24])=[CH:18][C:17]=3[CH3:28])=[CH:13][CH:12]=2)=[O:10])=[CH:4][CH:3]=1.[OH-].[Na+].O, predict the reaction product. The product is: [Cl:1][C:2]1[CH:3]=[CH:4][C:5]([CH2:6][CH2:7][NH:8][C:9]([C:11]2[CH:12]=[CH:13][C:14]([O:15][C:16]3[CH:21]=[CH:20][C:19]([CH2:22][C:23]([OH:25])=[O:24])=[CH:18][C:17]=3[CH3:28])=[CH:29][CH:30]=2)=[O:10])=[CH:31][CH:32]=1. (3) Given the reactants [NH2:1][C:2]1[C:7]([C:8]([O:10][CH2:11][CH3:12])=[O:9])=[CH:6][N:5]=[C:4](Cl)[CH:3]=1.[NH:14]1[CH2:19][CH2:18][O:17][CH2:16][CH2:15]1, predict the reaction product. The product is: [NH2:1][C:2]1[C:7]([C:8]([O:10][CH2:11][CH3:12])=[O:9])=[CH:6][N:5]=[C:4]([N:14]2[CH2:19][CH2:18][O:17][CH2:16][CH2:15]2)[CH:3]=1. (4) Given the reactants [CH2:1]([CH:8]1N[CH:10]([CH2:12][C:13]2[CH:18]=CC=CC=2)[CH:9]1O)[C:2]1[CH:7]=[CH:6][CH:5]=[CH:4][CH:3]=1.[CH3:20][S:21](Cl)(=[O:23])=[O:22].C([N:27]([CH2:30][CH3:31])[CH2:28]C)C.C1C[O:35]CC1, predict the reaction product. The product is: [CH3:20][S:21]([O:23][CH:31]1[CH2:28][N:27]([CH:1]([C:2]2[CH:3]=[CH:4][CH:5]=[CH:6][CH:7]=2)[C:8]2[CH:9]=[CH:10][CH:12]=[CH:13][CH:18]=2)[CH2:30]1)(=[O:35])=[O:22]. (5) Given the reactants [N:1]1[C:9]2[C:4](=[N:5][CH:6]=[C:7]([C:10]([NH:12][C:13]3([C:16]([OH:18])=O)[CH2:15][CH2:14]3)=[O:11])[CH:8]=2)[NH:3][CH:2]=1.[NH2:19][CH2:20][C:21]1[N:26]=[CH:25][C:24]([NH:27][C:28]2[CH:33]=[CH:32][C:31]([F:34])=[CH:30][C:29]=2[C:35]([F:38])([F:37])[F:36])=[CH:23][CH:22]=1, predict the reaction product. The product is: [F:34][C:31]1[CH:32]=[CH:33][C:28]([NH:27][C:24]2[CH:23]=[CH:22][C:21]([CH2:20][NH:19][C:16]([C:13]3([NH:12][C:10]([C:7]4[CH:8]=[C:9]5[N:1]=[CH:2][NH:3][C:4]5=[N:5][CH:6]=4)=[O:11])[CH2:14][CH2:15]3)=[O:18])=[N:26][CH:25]=2)=[C:29]([C:35]([F:38])([F:36])[F:37])[CH:30]=1. (6) Given the reactants [C:1]([O:5][C:6]([N:8]1[C:16]2[C:11](=[CH:12][C:13]([SH:17])=[CH:14][CH:15]=2)[CH:10]=[CH:9]1)=[O:7])([CH3:4])([CH3:3])[CH3:2].[Br:18][C:19]1[CH:24]=[CH:23][C:22]([NH:25][C:26](=[O:37])[C:27]2[CH:32]=[CH:31][C:30](Cl)=[C:29]([N+:34]([O-:36])=[O:35])[CH:28]=2)=[CH:21][CH:20]=1.C([O-])(=O)C.[Na+], predict the reaction product. The product is: [C:1]([O:5][C:6]([N:8]1[C:16]2[C:11](=[CH:12][C:13]([S:17][C:30]3[CH:31]=[CH:32][C:27]([C:26](=[O:37])[NH:25][C:22]4[CH:23]=[CH:24][C:19]([Br:18])=[CH:20][CH:21]=4)=[CH:28][C:29]=3[N+:34]([O-:36])=[O:35])=[CH:14][CH:15]=2)[CH:10]=[CH:9]1)=[O:7])([CH3:4])([CH3:2])[CH3:3]. (7) Given the reactants [Cl:1][C:2]1[CH:3]=[C:4]([C@@H:8]([OH:39])[CH2:9][N:10]([C@H:18]2[CH2:27][CH2:26][C:25]3[C:20](=[CH:21][C:22]([O:28][C:29]4[CH:34]=[CH:33][C:32]([O:35][CH3:36])=[C:31]([CH:37]=[O:38])[CH:30]=4)=[CH:23][CH:24]=3)[CH2:19]2)[C:11](=[O:17])[O:12][C:13]([CH3:16])([CH3:15])[CH3:14])[CH:5]=[CH:6][CH:7]=1.OO.Cl([O-])=[O:43].[Na+].S([O-])([O-])=O.[Na+].[Na+].C(O)(=O)CC(CC(O)=O)(C(O)=O)O, predict the reaction product. The product is: [C:13]([O:12][C:11]([N:10]([C@@H:18]1[CH2:19][C:20]2[CH:21]=[C:22]([O:28][C:29]3[CH:34]=[CH:33][C:32]([O:35][CH3:36])=[C:31]([CH:30]=3)[C:37]([OH:43])=[O:38])[CH:23]=[CH:24][C:25]=2[CH2:26][CH2:27]1)[CH2:9][C@@H:8]([C:4]1[CH:5]=[CH:6][CH:7]=[C:2]([Cl:1])[CH:3]=1)[OH:39])=[O:17])([CH3:14])([CH3:15])[CH3:16]. (8) Given the reactants C(=O)([O-])[O-].[K+].[K+].C(Cl)Cl.[NH2:10][CH2:11][CH:12]([C:14]1[CH:19]=[C:18]([CH3:20])[CH:17]=[CH:16][N:15]=1)[OH:13].Br[CH2:22][C:23]1[C:24]([Cl:30])=[N:25][C:26]([Cl:29])=[CH:27][CH:28]=1, predict the reaction product. The product is: [NH3:10].[Cl:30][C:24]1[C:23]([CH2:22][NH:10][CH2:11][CH:12]([C:14]2[CH:19]=[C:18]([CH3:20])[CH:17]=[CH:16][N:15]=2)[OH:13])=[CH:28][CH:27]=[C:26]([Cl:29])[N:25]=1. (9) Given the reactants [CH3:1][O-:2].[Na+].[Br:4][C:5]1[C:6](Cl)=[N:7][CH:8]=[N:9][C:10]=1[CH3:11], predict the reaction product. The product is: [Br:4][C:5]1[C:6]([O:2][CH3:1])=[N:7][CH:8]=[N:9][C:10]=1[CH3:11]. (10) Given the reactants FC(F)(F)C(O)=O.[Cl:8][C:9]1[CH:10]=[CH:11][C:12]([O:26]C)=[C:13]([C:15]2[C:23]3[CH2:22][NH:21][C:20]([NH2:24])=[N:19][C:18]=3[N:17]([CH3:25])[N:16]=2)[CH:14]=1.[BrH:28], predict the reaction product. The product is: [NH2:24][C:20]1[N:19]=[C:18]2[N:17]([CH3:25])[N:16]=[C:15]([C:13]3[CH:14]=[C:9]([Cl:8])[CH:10]=[C:11]([Br:28])[C:12]=3[OH:26])[C:23]2=[CH:22][N:21]=1.